This data is from Catalyst prediction with 721,799 reactions and 888 catalyst types from USPTO. The task is: Predict which catalyst facilitates the given reaction. Reactant: [CH3:1][O:2][C:3]1[CH:4]=[C:5]([CH:10]=[C:11]([N+:13]([O-:15])=[O:14])[CH:12]=1)[C:6](OC)=[O:7].[OH-].[NH4+:17]. Product: [CH3:1][O:2][C:3]1[CH:4]=[C:5]([CH:10]=[C:11]([N+:13]([O-:15])=[O:14])[CH:12]=1)[C:6]([NH2:17])=[O:7]. The catalyst class is: 5.